Predict which catalyst facilitates the given reaction. From a dataset of Catalyst prediction with 721,799 reactions and 888 catalyst types from USPTO. (1) Reactant: [NH:1]1[C:9]2[C:4](=[CH:5][CH:6]=[CH:7][CH:8]=2)[CH:3]=[C:2]1[C:10](O)=[O:11].[H-].[H-].[H-].[H-].[Li+].[Al+3]. Product: [OH:11][CH2:10][C:2]1[NH:1][C:9]2[C:4]([CH:3]=1)=[CH:5][CH:6]=[CH:7][CH:8]=2. The catalyst class is: 1. (2) Reactant: [Cl:1][C:2]1[CH:3]=[N+:4]([O-:27])[CH:5]=[C:6]([Cl:26])[C:7]=1[CH2:8][C@@H:9]([C:11]1[CH:16]=[CH:15][C:14]([O:17][CH:18]([F:20])[F:19])=[C:13]([O:21][CH2:22][CH:23]2[CH2:25][CH2:24]2)[CH:12]=1)[OH:10].C(Cl)CCl.[N+:32]([C:35]1[CH:43]=[CH:42][CH:41]=[C:40]2[C:36]=1[C:37](=[O:49])[N:38]([CH2:45][C:46](O)=[O:47])[C:39]2=[O:44])([O-:34])=[O:33]. Product: [Cl:1][C:2]1[CH:3]=[N+:4]([O-:27])[CH:5]=[C:6]([Cl:26])[C:7]=1[CH2:8][C@@H:9]([C:11]1[CH:16]=[CH:15][C:14]([O:17][CH:18]([F:20])[F:19])=[C:13]([O:21][CH2:22][CH:23]2[CH2:25][CH2:24]2)[CH:12]=1)[O:10][C:46](=[O:47])[CH2:45][N:38]1[C:37](=[O:49])[C:36]2[C:40](=[CH:41][CH:42]=[CH:43][C:35]=2[N+:32]([O-:34])=[O:33])[C:39]1=[O:44]. The catalyst class is: 239. (3) Reactant: [NH2:1][C:2]1[N:3]=[C:4]([N:19]2[CH2:24][CH2:23][N:22]([C:25](=[O:29])[CH:26](Cl)[CH3:27])[CH2:21][CH2:20]2)[C:5]2[N:11]=[C:10]([C:12]3[CH:17]=[CH:16][C:15]([F:18])=[CH:14][CH:13]=3)[CH:9]=[CH:8][C:6]=2[N:7]=1.[Cl:30][C:31]1[CH:36]=[CH:35][C:34]([OH:37])=[CH:33][CH:32]=1.C(=O)([O-])[O-].[K+].[K+]. Product: [NH2:1][C:2]1[N:3]=[C:4]([N:19]2[CH2:24][CH2:23][N:22]([C:25](=[O:29])[CH:26]([O:37][C:34]3[CH:35]=[CH:36][C:31]([Cl:30])=[CH:32][CH:33]=3)[CH3:27])[CH2:21][CH2:20]2)[C:5]2[N:11]=[C:10]([C:12]3[CH:17]=[CH:16][C:15]([F:18])=[CH:14][CH:13]=3)[CH:9]=[CH:8][C:6]=2[N:7]=1. The catalyst class is: 21.